From a dataset of Forward reaction prediction with 1.9M reactions from USPTO patents (1976-2016). Predict the product of the given reaction. (1) Given the reactants [CH3:1][O:2][C:3]([CH:5]=P(C1C=CC=CC=1)(C1C=CC=CC=1)C1C=CC=CC=1)=[O:4].[C:25]1([S:31]([N:34]2[C:42]3[C:37](=[CH:38][C:39](C=O)=[CH:40][CH:41]=3)[CH:36]=[CH:35]2)(=[O:33])=[O:32])[CH:30]=[CH:29][CH:28]=[CH:27][CH:26]=1.[CH2:45](Cl)Cl, predict the reaction product. The product is: [CH3:1][O:2][C:3](=[O:4])[CH:5]=[CH:45][C:39]1[CH:38]=[C:37]2[C:42](=[CH:41][CH:40]=1)[N:34]([S:31]([C:25]1[CH:30]=[CH:29][CH:28]=[CH:27][CH:26]=1)(=[O:32])=[O:33])[CH:35]=[CH:36]2. (2) Given the reactants [F:1][C:2]1[CH:21]=[CH:20][C:5]([O:6][C:7]2[C:8]([C:17]([OH:19])=O)=[N:9][C:10]3[C:15]([N:16]=2)=[CH:14][CH:13]=[CH:12][CH:11]=3)=[C:4]([O:22][CH3:23])[CH:3]=1.[NH2:24][C:25]1[CH:26]=[C:27]([S:31]([NH2:34])(=[O:33])=[O:32])[CH:28]=[CH:29][CH:30]=1.CN(C(ON1N=NC2C=CC=NC1=2)=[N+](C)C)C.F[P-](F)(F)(F)(F)F.CN1CCOCC1, predict the reaction product. The product is: [F:1][C:2]1[CH:21]=[CH:20][C:5]([O:6][C:7]2[C:8]([C:17]([NH:24][C:25]3[CH:30]=[CH:29][CH:28]=[C:27]([S:31](=[O:33])(=[O:32])[NH2:34])[CH:26]=3)=[O:19])=[N:9][C:10]3[C:15]([N:16]=2)=[CH:14][CH:13]=[CH:12][CH:11]=3)=[C:4]([O:22][CH3:23])[CH:3]=1. (3) Given the reactants [F:1][C:2]1([CH2:12][CH2:13][CH:14]2[C:22]3[C:17](=[CH:18][CH:19]=[CH:20][C:21]=3[F:23])[C:16]3=[CH:24][N:25]=[CH:26][N:15]23)[CH2:7][CH2:6][CH:5]([C:8]([O:10]C)=O)[CH2:4][CH2:3]1.[CH3:27][C:28]#N, predict the reaction product. The product is: [F:1][C:2]1([CH2:12][CH2:13][CH:14]2[C:22]3[C:17](=[CH:18][CH:19]=[CH:20][C:21]=3[F:23])[C:16]3=[CH:24][N:25]=[CH:26][N:15]23)[CH2:7][CH2:6][CH:5]([C:8]2([OH:10])[CH2:28][CH2:27]2)[CH2:4][CH2:3]1.